This data is from Forward reaction prediction with 1.9M reactions from USPTO patents (1976-2016). The task is: Predict the product of the given reaction. The product is: [C:1]([O:4][CH2:5][C@@H:6]1[C@@H:11]([O:12][C:13](=[O:15])[CH3:14])[CH:10]=[CH:9][C@@H:8]([C:24]2[CH:25]=[CH:26][C:21]([OH:20])=[CH:22][CH:23]=2)[O:7]1)(=[O:3])[CH3:2]. Given the reactants [C:1]([O:4][CH2:5][C@@H:6]1[C@@H:11]([O:12][C:13](=[O:15])[CH3:14])[C@H:10](OC(=O)C)[CH:9]=[CH:8][O:7]1)(=[O:3])[CH3:2].[OH:20][C:21]1[CH:26]=[CH:25][C:24](B(O)O)=[CH:23][CH:22]=1, predict the reaction product.